This data is from Reaction yield outcomes from USPTO patents with 853,638 reactions. The task is: Predict the reaction yield, written as a fraction of the theoretical maximum amount of product (1.0 means a 100% yield; for example, 0.34 means a 34% yield). (1) The reactants are ClN1C2C=CC=CC=2N=N1.N1C2C=CC=CC=2N=N1.[C:20]([O:24][C:25](=[O:30])[NH:26][CH2:27][CH2:28][SH:29])([CH3:23])([CH3:22])[CH3:21].NC(N)=S.[CH3:35][C:36]([SH:39])([CH3:38])[CH3:37]. The catalyst is C(Cl)Cl.C1COCC1. The product is [C:36]([S:39][S:29][CH2:28][CH2:27][NH:26][C:25](=[O:30])[O:24][C:20]([CH3:23])([CH3:21])[CH3:22])([CH3:38])([CH3:37])[CH3:35]. The yield is 0.770. (2) The reactants are [N:1]1[CH:6]=[CH:5][N:4]=[CH:3][C:2]=1C(O)=O.P(N=[N+]=[N-])(=O)([O:18][C:19]1C=CC=CC=1)OC1C=CC=CC=1.CC[N:31](C(C)C)C(C)C.[CH3:38][C:39]1([CH3:57])[O:44][CH2:43][CH2:42][N:41]([C:45]2[CH:46]=[CH:47][C:48]3[N:54]4[CH2:55][C@H:51]([CH2:52][CH2:53]4)[NH:50][C:49]=3[N:56]=2)[CH2:40]1. The catalyst is C1COCC1. The product is [CH3:38][C:39]1([CH3:57])[CH2:40][N:41]([C:45]2[CH:46]=[CH:47][C:48]3[N:54]4[CH2:55][C@H:51]([CH2:52][CH2:53]4)[N:50]([C:19]([NH:31][C:2]4[CH:3]=[N:4][CH:5]=[CH:6][N:1]=4)=[O:18])[C:49]=3[N:56]=2)[CH2:42][CH2:43][O:44]1. The yield is 0.107. (3) The reactants are [Cl:1][C:2]1[CH:9]=[CH:8][C:5]([C:6]#[N:7])=[C:4](F)[CH:3]=1.[CH2:11]([O:13][C:14]1[CH:15]=[C:16]([CH:19]=[CH:20][C:21]=1[OH:22])[CH:17]=[O:18])[CH3:12].C(=O)([O-])[O-].[Cs+].[Cs+].O. The catalyst is CN(C=O)C. The product is [Cl:1][C:2]1[CH:9]=[CH:8][C:5]([C:6]#[N:7])=[C:4]([O:22][C:21]2[CH:20]=[CH:19][C:16]([CH:17]=[O:18])=[CH:15][C:14]=2[O:13][CH2:11][CH3:12])[CH:3]=1. The yield is 0.860. (4) The reactants are [CH3:1][C:2]1[NH:3][C:4]2[C:9]([CH:10]=1)=[CH:8][CH:7]=[CH:6][CH:5]=2.C([Li])CCC.CC(C)([O-])C.[K+].[F:22][C:23]([F:37])([F:36])[C:24](=[O:35])[CH2:25][C:26]([CH3:34])([C:28]1[CH:33]=[CH:32][CH:31]=[CH:30][N:29]=1)[CH3:27]. The catalyst is C1COCC1. The product is [F:37][C:23]([F:22])([F:36])[C:24]([CH2:1][C:2]1[NH:3][C:4]2[C:9]([CH:10]=1)=[CH:8][CH:7]=[CH:6][CH:5]=2)([OH:35])[CH2:25][C:26]([CH3:27])([C:28]1[CH:33]=[CH:32][CH:31]=[CH:30][N:29]=1)[CH3:34]. The yield is 0.280. (5) The reactants are [CH2:1]([O:8][C:9]1[C:10]([C:32]([OH:34])=O)=[N:11][C:12]([CH2:16][C:17]2([C:22]3[C:31]4[C:26](=[CH:27][CH:28]=[CH:29][CH:30]=4)[CH:25]=[CH:24][CH:23]=3)[CH2:21][CH2:20][CH2:19][CH2:18]2)=[N:13][C:14]=1[OH:15])[C:2]1[CH:7]=[CH:6][CH:5]=[CH:4][CH:3]=1.C(N(CC)C(C)C)(C)C.[Si:44]([O:51][CH2:52][CH2:53][NH2:54])([C:47]([CH3:50])([CH3:49])[CH3:48])([CH3:46])[CH3:45].CN(C(ON1N=NC2C=CC=NC1=2)=[N+](C)C)C.F[P-](F)(F)(F)(F)F. The catalyst is CN(C)C=O.CCCCCC.C(OCC)(=O)C. The product is [Si:44]([O:51][CH2:52][CH2:53][NH:54][C:32]([C:10]1[C:9]([O:8][CH2:1][C:2]2[CH:7]=[CH:6][CH:5]=[CH:4][CH:3]=2)=[C:14]([OH:15])[N:13]=[C:12]([CH2:16][C:17]2([C:22]3[C:31]4[C:26](=[CH:27][CH:28]=[CH:29][CH:30]=4)[CH:25]=[CH:24][CH:23]=3)[CH2:18][CH2:19][CH2:20][CH2:21]2)[N:11]=1)=[O:34])([C:47]([CH3:49])([CH3:50])[CH3:48])([CH3:46])[CH3:45]. The yield is 0.940. (6) The reactants are [N+:1]1([O-])[CH:6]=[CH:5][C:4]([CH3:7])=[CH:3][CH:2]=1.C[Si]([C:13]#[N:14])(C)C.N12CCCN=C1CCCCC2. The catalyst is C1COCC1. The product is [C:13]([C:2]1[CH:3]=[C:4]([CH3:7])[CH:5]=[CH:6][N:1]=1)#[N:14]. The yield is 0.600. (7) The reactants are [NH2:1][C:2]1[CH:7]=[CH:6][CH:5]=[CH:4][C:3]=1[S:8]([CH:11]([CH3:13])[CH3:12])(=[O:10])=[O:9].[H-].[Na+].[Cl:16][C:17]1[N:22]=[C:21](Cl)[C:20]([Cl:24])=[CH:19][N:18]=1. The catalyst is CN(C=O)C. The product is [Cl:16][C:17]1[N:22]=[C:21]([NH:1][C:2]2[CH:7]=[CH:6][CH:5]=[CH:4][C:3]=2[S:8]([CH:11]([CH3:13])[CH3:12])(=[O:10])=[O:9])[C:20]([Cl:24])=[CH:19][N:18]=1. The yield is 0.200. (8) The yield is 0.783. The product is [Br:1][C:2]1[CH:3]=[C:4]([CH:10]=[CH:11][CH:12]=1)[O:5][CH2:6][CH:7]([OH:8])[CH2:9][N:14]1[CH2:15][CH2:16][C:17]2[C:22](=[CH:21][CH:20]=[CH:19][CH:18]=2)[CH2:13]1. The reactants are [Br:1][C:2]1[CH:3]=[C:4]([CH:10]=[CH:11][CH:12]=1)[O:5][CH2:6][CH:7]1[CH2:9][O:8]1.[CH2:13]1[C:22]2[C:17](=[CH:18][CH:19]=[CH:20][CH:21]=2)[CH2:16][CH2:15][NH:14]1.CC(=O)OCC. The catalyst is CO. (9) The reactants are [NH2:1][CH2:2][CH2:3][C:4]1[N:5]([CH:27]([C:34]2[CH:39]=[CH:38][CH:37]=[CH:36][CH:35]=2)[C:28]2[CH:33]=[CH:32][CH:31]=[CH:30][CH:29]=2)[C:6]2[C:11]([C:12]=1[CH2:13][CH2:14][CH2:15][C:16]1[CH:25]=[CH:24][C:19]([C:20]([O:22][CH3:23])=[O:21])=[CH:18][CH:17]=1)=[CH:10][C:9]([Cl:26])=[CH:8][CH:7]=2.[CH2:40]([O:47][C:48]1[CH:53]=[CH:52][CH:51]=[CH:50][C:49]=1[CH2:54][S:55](Cl)(=[O:57])=[O:56])[C:41]1[CH:46]=[CH:45][CH:44]=[CH:43][CH:42]=1. No catalyst specified. The product is [CH2:40]([O:47][C:48]1[CH:53]=[CH:52][CH:51]=[CH:50][C:49]=1[CH2:54][S:55]([NH:1][CH2:2][CH2:3][C:4]1[N:5]([CH:27]([C:28]2[CH:33]=[CH:32][CH:31]=[CH:30][CH:29]=2)[C:34]2[CH:35]=[CH:36][CH:37]=[CH:38][CH:39]=2)[C:6]2[C:11]([C:12]=1[CH2:13][CH2:14][CH2:15][C:16]1[CH:25]=[CH:24][C:19]([C:20]([O:22][CH3:23])=[O:21])=[CH:18][CH:17]=1)=[CH:10][C:9]([Cl:26])=[CH:8][CH:7]=2)(=[O:56])=[O:57])[C:41]1[CH:42]=[CH:43][CH:44]=[CH:45][CH:46]=1. The yield is 0.590.